Task: Predict the reactants needed to synthesize the given product.. Dataset: Full USPTO retrosynthesis dataset with 1.9M reactions from patents (1976-2016) (1) The reactants are: [C:1]([O:5][C:6](=[O:34])[NH:7][C@@H:8]1[C@@H:13]([OH:14])[C@H:12]([CH2:15][C:16]2[CH:21]=[CH:20][C:19]([NH:22][C:23]([O:25][CH2:26][C:27]3[CH:32]=[CH:31][CH:30]=[CH:29][CH:28]=3)=[O:24])=[C:18]([F:33])[CH:17]=2)[CH2:11][S:10][CH2:9]1)([CH3:4])([CH3:3])[CH3:2].CO[C:37](OC)([CH3:39])[CH3:38].CC1C=CC(S(O)(=O)=O)=CC=1. Given the product [C:1]([O:5][C:6]([N:7]1[C@@H:8]2[C@H:13]([C@H:12]([CH2:15][C:16]3[CH:21]=[CH:20][C:19]([NH:22][C:23]([O:25][CH2:26][C:27]4[CH:32]=[CH:31][CH:30]=[CH:29][CH:28]=4)=[O:24])=[C:18]([F:33])[CH:17]=3)[CH2:11][S:10][CH2:9]2)[O:14][C:37]1([CH3:39])[CH3:38])=[O:34])([CH3:4])([CH3:2])[CH3:3], predict the reactants needed to synthesize it. (2) Given the product [CH3:16][C:17]([S@:20]([NH:22][CH:11]([C:8]1[CH:9]=[CH:10][C:5]([O:4][CH2:3][C:2]([F:15])([F:14])[F:1])=[CH:6][CH:7]=1)[CH3:12])=[O:21])([CH3:19])[CH3:18], predict the reactants needed to synthesize it. The reactants are: [F:1][C:2]([F:15])([F:14])[CH2:3][O:4][C:5]1[CH:10]=[CH:9][C:8]([C:11](=O)[CH3:12])=[CH:7][CH:6]=1.[CH3:16][C:17]([S@:20]([NH2:22])=[O:21])([CH3:19])[CH3:18]. (3) Given the product [C:1]1([C:11]2[CH:16]=[CH:15][CH:14]=[CH:13][CH:12]=2)[CH:6]=[CH:5][CH:4]=[C:3]([C:7]([CH3:26])([CH2:19][CH:17]=[CH2:18])[C:8]([OH:10])=[O:9])[CH:2]=1, predict the reactants needed to synthesize it. The reactants are: [C:1]1([C:11]2[CH:16]=[CH:15][CH:14]=[CH:13][CH:12]=2)[CH:6]=[CH:5][CH:4]=[C:3]([CH2:7][C:8]([OH:10])=[O:9])[CH:2]=1.[CH:17]([N-]C(C)C)([CH3:19])[CH3:18].[Li+].Br[CH2:26]C(C)=C.O. (4) The reactants are: Cl.FC1C=C(C=CC=1)CN1C=C(C2C3C(=NC=C(C4C=CC(C5CCNCC5)=CC=4)C=3)N(S(C3C=CC(C)=CC=3)(=O)=O)C=2)C=N1.[CH3:46][N:47]1[CH2:52][CH2:51][N:50]([C:53]2[CH:58]=[CH:57][C:56]([C:59]3[CH:60]=[C:61]4[C:67]([C:68]5[CH:69]=[N:70][N:71]([CH2:73][CH2:74][C:75]6[CH:80]=[CH:79][CH:78]=[CH:77][CH:76]=6)[CH:72]=5)=[CH:66][N:65](S(C5C=CC(C)=CC=5)(=O)=O)[C:62]4=[N:63][CH:64]=3)=[CH:55][CH:54]=2)[CH2:49][CH2:48]1.[OH-].[Li+]. Given the product [CH3:46][N:47]1[CH2:48][CH2:49][N:50]([C:53]2[CH:54]=[CH:55][C:56]([C:59]3[CH:60]=[C:61]4[C:67]([C:68]5[CH:69]=[N:70][N:71]([CH2:73][CH2:74][C:75]6[CH:80]=[CH:79][CH:78]=[CH:77][CH:76]=6)[CH:72]=5)=[CH:66][NH:65][C:62]4=[N:63][CH:64]=3)=[CH:57][CH:58]=2)[CH2:51][CH2:52]1, predict the reactants needed to synthesize it. (5) Given the product [CH3:3][C:2]1=[CH:4][CH2:8][CH2:7][CH2:6][C:5](=[O:9])[O:12][CH:10]([CH3:11])[CH2:1]1, predict the reactants needed to synthesize it. The reactants are: [CH2:1]=[C:2]([CH:4]1[CH2:8][CH2:7][CH2:6][C:5]1=[O:9])[CH3:3].[CH:10](=[O:12])[CH3:11].B(F)(F)F.CCOCC. (6) Given the product [CH3:20][Si:17]([CH3:18])([CH3:19])[CH2:16][CH2:15][O:14][CH2:13][N:6]1[C:7]2=[N:8][CH:9]=[CH:10][CH:11]=[C:12]2[C:4]2([CH2:1][CH:2]=[CH:23][CH2:22]2)[C:5]1=[O:21], predict the reactants needed to synthesize it. The reactants are: [CH2:1]([C:4]1([CH2:22][CH:23]=C)[C:12]2[C:7](=[N:8][CH:9]=[CH:10][CH:11]=2)[N:6]([CH2:13][O:14][CH2:15][CH2:16][Si:17]([CH3:20])([CH3:19])[CH3:18])[C:5]1=[O:21])[CH:2]=C. (7) Given the product [F:11][C:12]([F:14])([F:13])[CH:1]([C:3]1[CH:10]=[CH:9][C:6]([C:7]#[N:8])=[CH:5][CH:4]=1)[OH:2], predict the reactants needed to synthesize it. The reactants are: [CH:1]([C:3]1[CH:10]=[CH:9][C:6]([C:7]#[N:8])=[CH:5][CH:4]=1)=[O:2].[F:11][C:12]([Si](C)(C)C)([F:14])[F:13].[F-].C([N+](CCCC)(CCCC)CCCC)CCC.Cl. (8) Given the product [ClH:63].[NH2:8][CH2:9][C@H:10]1[CH2:11][CH2:12][C@H:13]([C:16]([NH:18][C@@H:19]([CH2:43][C:44]2[CH:45]=[CH:46][C:47]([C:50]3[CH:55]=[CH:54][C:53]([C:56](=[O:61])[NH:57][CH:58]([CH3:59])[CH3:60])=[CH:52][C:51]=3[CH3:62])=[CH:48][CH:49]=2)[C:20]([NH:22][C:23]2[CH:28]=[CH:27][C:26]([C:29]3[NH:30][C:31]([CH2:34][CH2:35][C:36]([OH:38])=[O:37])=[N:32][N:33]=3)=[CH:25][CH:24]=2)=[O:21])=[O:17])[CH2:14][CH2:15]1, predict the reactants needed to synthesize it. The reactants are: C(OC([NH:8][CH2:9][C@H:10]1[CH2:15][CH2:14][C@H:13]([C:16]([NH:18][C@@H:19]([CH2:43][C:44]2[CH:49]=[CH:48][C:47]([C:50]3[CH:55]=[CH:54][C:53]([C:56](=[O:61])[NH:57][CH:58]([CH3:60])[CH3:59])=[CH:52][C:51]=3[CH3:62])=[CH:46][CH:45]=2)[C:20]([NH:22][C:23]2[CH:28]=[CH:27][C:26]([C:29]3[NH:30][C:31]([CH2:34][CH2:35][C:36]([O:38]C(C)(C)C)=[O:37])=[N:32][N:33]=3)=[CH:25][CH:24]=2)=[O:21])=[O:17])[CH2:12][CH2:11]1)=O)(C)(C)C.[ClH:63]. (9) Given the product [C:3]([O:7][C:8]([N:10]1[CH2:28][CH2:27][C:13]2([N:17]([CH2:18][C:19]3[CH:24]=[CH:23][C:22]([F:25])=[CH:21][CH:20]=3)[N:16]([CH2:38][C:37]3[CH:40]=[CH:41][C:34]([O:33][CH2:29][CH:30]([CH3:32])[CH3:31])=[CH:35][CH:36]=3)[C:15](=[O:26])[CH2:14]2)[CH2:12][CH2:11]1)=[O:9])([CH3:6])([CH3:4])[CH3:5], predict the reactants needed to synthesize it. The reactants are: [H-].[Na+].[C:3]([O:7][C:8]([N:10]1[CH2:28][CH2:27][C:13]2([N:17]([CH2:18][C:19]3[CH:24]=[CH:23][C:22]([F:25])=[CH:21][CH:20]=3)[NH:16][C:15](=[O:26])[CH2:14]2)[CH2:12][CH2:11]1)=[O:9])([CH3:6])([CH3:5])[CH3:4].[CH2:29]([O:33][C:34]1[CH:41]=[CH:40][C:37]([CH2:38]Br)=[CH:36][CH:35]=1)[CH:30]([CH3:32])[CH3:31].